Task: Predict the reactants needed to synthesize the given product.. Dataset: Full USPTO retrosynthesis dataset with 1.9M reactions from patents (1976-2016) Given the product [CH2:1]([O:3][C:4](=[O:16])[CH2:5][O:6][C:7]1[CH:8]=[C:9]([C:25]2[CH:26]=[CH:27][C:28]([C:31]3[S:32][CH:33]=[CH:34][C:35]=3[NH:36][S:37]([CH:40]([CH3:42])[CH3:41])(=[O:38])=[O:39])=[CH:29][CH:30]=2)[C:10]([C:13]#[N:14])=[CH:11][CH:12]=1)[CH3:2], predict the reactants needed to synthesize it. The reactants are: [CH2:1]([O:3][C:4](=[O:16])[CH2:5][O:6][C:7]1[CH:12]=[CH:11][C:10]([C:13]#[N:14])=[C:9](Cl)[CH:8]=1)[CH3:2].CC1(C)C(C)(C)OB([C:25]2[CH:30]=[CH:29][C:28]([C:31]3[S:32][CH:33]=[CH:34][C:35]=3[NH:36][S:37]([CH:40]([CH3:42])[CH3:41])(=[O:39])=[O:38])=[CH:27][CH:26]=2)O1.C([O-])([O-])=O.[Na+].[Na+].Cl.